From a dataset of Ames mutagenicity test results for genotoxicity prediction. Regression/Classification. Given a drug SMILES string, predict its toxicity properties. Task type varies by dataset: regression for continuous values (e.g., LD50, hERG inhibition percentage) or binary classification for toxic/non-toxic outcomes (e.g., AMES mutagenicity, cardiotoxicity, hepatotoxicity). Dataset: ames. The compound is O[C@H]1C=Cc2c(ccc3c2-c2cccc4cccc-3c24)[C@@H]1O. The result is 1 (mutagenic).